From a dataset of Full USPTO retrosynthesis dataset with 1.9M reactions from patents (1976-2016). Predict the reactants needed to synthesize the given product. (1) Given the product [Cl:1][C:2]1[CH:7]=[CH:6][C:5]([CH2:8][Cl:27])=[C:4]([O:10][CH:11]([CH3:13])[CH3:12])[CH:3]=1, predict the reactants needed to synthesize it. The reactants are: [Cl:1][C:2]1[CH:7]=[CH:6][C:5]([CH2:8]O)=[C:4]([O:10][CH:11]([CH3:13])[CH3:12])[CH:3]=1.N1C=CC=CC=1.O1CCCC1.S(Cl)([Cl:27])=O. (2) The reactants are: O[N:2]=[C:3]([CH3:17])[CH2:4][C:5]1[CH:6]=[CH:7][C:8]([O:15][CH3:16])=[C:9]([S:11]([NH2:14])(=[O:13])=[O:12])[CH:10]=1. Given the product [NH2:2][CH:3]([CH3:17])[CH2:4][C:5]1[CH:6]=[CH:7][C:8]([O:15][CH3:16])=[C:9]([S:11]([NH2:14])(=[O:13])=[O:12])[CH:10]=1, predict the reactants needed to synthesize it. (3) The reactants are: Br[C:2]1[CH:3]=[C:4]([CH:25]=[CH:26][CH:27]=1)[CH2:5][CH2:6][O:7][CH2:8][CH2:9][C:10]([N:12]([CH:19]1[CH2:24][CH2:23][CH2:22][CH2:21][CH2:20]1)[CH2:13][CH:14]([O:17][CH3:18])[O:15][CH3:16])=[O:11].[CH3:28][N:29](C=O)C. Given the product [C:28]([C:2]1[CH:3]=[C:4]([CH:25]=[CH:26][CH:27]=1)[CH2:5][CH2:6][O:7][CH2:8][CH2:9][C:10]([N:12]([CH:19]1[CH2:24][CH2:23][CH2:22][CH2:21][CH2:20]1)[CH2:13][CH:14]([O:17][CH3:18])[O:15][CH3:16])=[O:11])#[N:29], predict the reactants needed to synthesize it. (4) Given the product [Cl:1][C:2]1[CH:16]=[C:15]2[C:5]([C:6]([OH:29])=[C:7]([C:18]([NH:20][CH2:21][C:22]([OH:24])=[O:23])=[O:19])[C:8](=[O:17])[C:9]32[CH2:14][CH2:13][O:12][CH2:11][CH2:10]3)=[CH:4][CH:3]=1, predict the reactants needed to synthesize it. The reactants are: [Cl:1][C:2]1[CH:16]=[C:15]2[C:5]([C:6]([OH:29])=[C:7]([C:18]([NH:20][CH2:21][C:22]([O:24]C(C)(C)C)=[O:23])=[O:19])[C:8](=[O:17])[C:9]32[CH2:14][CH2:13][O:12][CH2:11][CH2:10]3)=[CH:4][CH:3]=1.C(O)(C(F)(F)F)=O. (5) Given the product [C:28]([C:25]1[CH:26]=[CH:27][C:22]([O:21][C:18]2[N:17]=[CH:16][C:15]([NH:14][C:12]([C@H:9]([NH:5][C:6](=[O:8])[O:7][C:24]([CH3:30])([CH3:25])[CH3:23])[CH2:10][CH3:11])=[O:13])=[CH:20][CH:19]=2)=[CH:23][C:24]=1[CH:30]([CH3:31])[CH3:32])#[N:29], predict the reactants needed to synthesize it. The reactants are: CC([N:5]([C@@H:9]([C:12]([NH:14][C:15]1[CH:16]=[N:17][C:18]([O:21][C:22]2[CH:27]=[CH:26][C:25]([C:28]#[N:29])=[C:24]([C:30]([CH3:32])=[CH2:31])[CH:23]=2)=[CH:19][CH:20]=1)=[O:13])[CH2:10][CH3:11])[C:6](=[O:8])[O-:7])(C)C. (6) Given the product [Br:1][C:2]([O:12][Si:13]([C:16]([CH3:19])([CH3:18])[CH3:17])([CH3:15])[CH3:14])([CH3:11])[CH2:3][CH2:4][CH:5]1[NH:9][C:8](=[O:10])[CH2:7][CH2:6]1, predict the reactants needed to synthesize it. The reactants are: [Br:1][C:2]([OH:12])([CH3:11])[CH2:3][CH2:4][CH:5]1[NH:9][C:8](=[O:10])[CH2:7][CH2:6]1.[Si:13](Cl)([C:16]([CH3:19])([CH3:18])[CH3:17])([CH3:15])[CH3:14]. (7) Given the product [CH3:1][C:2]1([CH3:14])[C:6]([CH3:7])([CH3:8])[O:5][B:4]([C:9]2[CH:13]=[N:12][N:11]([CH2:16][CH:17]([OH:19])[CH3:18])[CH:10]=2)[O:3]1, predict the reactants needed to synthesize it. The reactants are: [CH3:1][C:2]1([CH3:14])[C:6]([CH3:8])([CH3:7])[O:5][B:4]([C:9]2[CH:10]=[N:11][NH:12][CH:13]=2)[O:3]1.Br[CH2:16][CH:17]([OH:19])[CH3:18].C(=O)([O-])[O-].[Cs+].[Cs+].